From a dataset of Full USPTO retrosynthesis dataset with 1.9M reactions from patents (1976-2016). Predict the reactants needed to synthesize the given product. (1) Given the product [CH2:1]([N:3]1[C:4](=[O:11])[CH2:5][C:6](=[O:7])[NH:20][C:13]2[CH:14]=[CH:15][C:16]([O:18][CH3:19])=[CH:17][C:12]1=2)[CH3:2], predict the reactants needed to synthesize it. The reactants are: [CH2:1]([N:3]([C:12]1[CH:17]=[C:16]([O:18][CH3:19])[CH:15]=[CH:14][C:13]=1[N+:20]([O-])=O)[C:4](=[O:11])[CH2:5][C:6](OCC)=[O:7])[CH3:2].[O-]CC.[Na+]. (2) Given the product [Br:1][C:2]1[CH:7]=[CH:6][C:5]([O:8][CH2:11][C:12]2[N:16]([C:17]3[C:18]([Cl:24])=[CH:19][CH:20]=[CH:21][C:22]=3[Cl:23])[N:15]=[CH:14][C:13]=2[CH:25]([CH3:27])[CH3:26])=[CH:4][C:3]=1[CH3:9], predict the reactants needed to synthesize it. The reactants are: [Br:1][C:2]1[CH:7]=[CH:6][C:5]([OH:8])=[CH:4][C:3]=1[CH3:9].Br[CH2:11][C:12]1[N:16]([C:17]2[C:22]([Cl:23])=[CH:21][CH:20]=[CH:19][C:18]=2[Cl:24])[N:15]=[CH:14][C:13]=1[CH:25]([CH3:27])[CH3:26].C(=O)([O-])[O-].[K+].[K+]. (3) Given the product [CH2:1]([O:3][C:4]([C:6]1[CH:10]=[C:9]([C:16]2[CH:17]=[CH:18][C:13]([F:12])=[CH:14][CH:15]=2)[S:8][CH:7]=1)=[O:5])[CH3:2], predict the reactants needed to synthesize it. The reactants are: [CH2:1]([O:3][C:4]([C:6]1[CH:10]=[C:9](Br)[S:8][CH:7]=1)=[O:5])[CH3:2].[F:12][C:13]1[CH:18]=[CH:17][C:16](B(O)O)=[CH:15][CH:14]=1.C(=O)([O-])[O-].[K+].[K+].COCCOC.O. (4) Given the product [CH:2]1([CH2:5][O:6][C:7]2[CH:12]=[C:11]([F:13])[C:10]([CH3:14])=[CH:9][C:8]=2[C:15]2[C:16]3[NH:23][C:22]([CH3:24])=[C:21]([C:25]([NH:27][C@@H:28]4[CH2:33][CH2:32][N:31]([C:38](=[O:39])[CH2:37][O:36][CH3:35])[CH2:30][C@H:29]4[OH:34])=[O:26])[C:17]=3[N:18]=[CH:19][N:20]=2)[CH2:4][CH2:3]1, predict the reactants needed to synthesize it. The reactants are: Cl.[CH:2]1([CH2:5][O:6][C:7]2[CH:12]=[C:11]([F:13])[C:10]([CH3:14])=[CH:9][C:8]=2[C:15]2[C:16]3[NH:23][C:22]([CH3:24])=[C:21]([C:25]([NH:27][C@@H:28]4[CH2:33][CH2:32][NH:31][CH2:30][C@H:29]4[OH:34])=[O:26])[C:17]=3[N:18]=[CH:19][N:20]=2)[CH2:4][CH2:3]1.[CH3:35][O:36][CH2:37][C:38](Cl)=[O:39]. (5) Given the product [C:18]([O:10][C:8]1[C:16]2[CH:15]=[C:14]([CH3:17])[O:13][C:12]=2[CH:11]=[C:6]([C:4]([O:3][CH2:1][CH3:2])=[O:5])[CH:7]=1)(=[O:20])[CH3:19], predict the reactants needed to synthesize it. The reactants are: [CH2:1]([O:3][C:4](/[C:6](=[CH:11]/[C:12]1[O:13][C:14]([CH3:17])=[CH:15][CH:16]=1)/[CH2:7][C:8]([OH:10])=O)=[O:5])[CH3:2].[C:18](OC(=O)C)(=[O:20])[CH3:19].C([O-])(=O)C.[Na+].